From a dataset of Full USPTO retrosynthesis dataset with 1.9M reactions from patents (1976-2016). Predict the reactants needed to synthesize the given product. Given the product [CH2:30]([CH:25]([CH2:24][C:23]1[CH:37]=[CH:38][C:20]([O:19][CH2:18][CH2:17][N:13]2[C:12]3[CH:39]=[CH:40][C:9]([C:1](=[N:43][O:42][CH3:41])[C:2]4[CH:3]=[CH:4][CH:5]=[CH:6][CH:7]=4)=[CH:10][C:11]=3[S:15][C:14]2=[O:16])=[CH:21][CH:22]=1)[C:26]([O:28][CH3:29])=[O:27])[C:31]1[CH:36]=[CH:35][CH:34]=[CH:33][CH:32]=1, predict the reactants needed to synthesize it. The reactants are: [C:1]([C:9]1[CH:40]=[CH:39][C:12]2[N:13]([CH2:17][CH2:18][O:19][C:20]3[CH:38]=[CH:37][C:23]([CH2:24][CH:25]([CH2:30][C:31]4[CH:36]=[CH:35][CH:34]=[CH:33][CH:32]=4)[C:26]([O:28][CH3:29])=[O:27])=[CH:22][CH:21]=3)[C:14](=[O:16])[S:15][C:11]=2[CH:10]=1)(=O)[C:2]1[CH:7]=[CH:6][CH:5]=[CH:4][CH:3]=1.[CH3:41][O:42][NH2:43].